From a dataset of Reaction yield outcomes from USPTO patents with 853,638 reactions. Predict the reaction yield, written as a fraction of the theoretical maximum amount of product (1.0 means a 100% yield; for example, 0.34 means a 34% yield). (1) The yield is 1.00. The product is [Cl:22][C:15]1[N:14]=[C:13]([N:12]([CH2:11][CH2:10][CH2:9][OH:8])[CH3:23])[C:20]([F:21])=[CH:19][C:16]=1[C:17]#[N:18]. The reactants are [Si]([O:8][CH2:9][CH2:10][CH2:11][N:12]([CH3:23])[C:13]1[C:20]([F:21])=[CH:19][C:16]([C:17]#[N:18])=[C:15]([Cl:22])[N:14]=1)(C(C)(C)C)(C)C. The catalyst is C(O)C.Cl.O. (2) The reactants are [N+:1](/[CH:4]=[CH:5]/[C:6]1[NH:7][CH:8]=[CH:9][C:10]=1[C:11]1[CH:16]=[CH:15][C:14]([I:17])=[CH:13][CH:12]=1)([O-:3])=[O:2].[BH4-].[Na+].C(O)(=O)C.O. The catalyst is C1COCC1.CO. The product is [N+:1]([CH2:4][CH2:5][C:6]1[NH:7][CH:8]=[CH:9][C:10]=1[C:11]1[CH:16]=[CH:15][C:14]([I:17])=[CH:13][CH:12]=1)([O-:3])=[O:2]. The yield is 0.880. (3) The reactants are [CH3:1][C:2]1[CH:14]=[C:13]([C:15]([C:17]2[CH:22]=[CH:21][CH:20]=[CH:19][CH:18]=2)=[CH2:16])[CH:12]=[CH:11][C:3]=1[C:4]([O:6][C:7]([CH3:10])([CH3:9])[CH3:8])=[O:5].[H][H]. The catalyst is [Pd].C1(C)CCC(C(C)C)C(O)C1. The product is [CH3:1][C:2]1[CH:14]=[C:13]([CH:15]([C:17]2[CH:18]=[CH:19][CH:20]=[CH:21][CH:22]=2)[CH3:16])[CH:12]=[CH:11][C:3]=1[C:4]([O:6][C:7]([CH3:8])([CH3:9])[CH3:10])=[O:5]. The yield is 0.900. (4) No catalyst specified. The product is [CH3:12][N:1]1[C:2]2[CH:9]=[CH:8][C:5]([C:6]#[N:7])=[CH:4][C:3]=2[N:10]=[C:11]1[C:19]1[CH:18]=[N:17][CH:22]=[CH:21][CH:20]=1. The reactants are [NH2:1][C:2]1[CH:9]=[CH:8][C:5]([C:6]#[N:7])=[CH:4][C:3]=1[NH:10][CH3:11].[CH:12](=O)C(C)C.[N:17]1[CH:22]=[CH:21][CH:20]=[C:19](C=O)[CH:18]=1. The yield is 0.800. (5) The reactants are [C:1]([NH:18][C:19]([NH2:21])=[S:20])([O:3][CH2:4][CH:5]1[C:17]2[C:12](=[CH:13][CH:14]=[CH:15][CH:16]=2)[C:11]2[C:6]1=[CH:7][CH:8]=[CH:9][CH:10]=2)=[O:2].Br[CH2:23][C:24](=O)[C:25]([OH:27])=[O:26]. The catalyst is O1CCOCC1. The product is [C:1]([N:18]1[C:24]([C:25]([OH:27])=[O:26])=[CH:23][S:20][CH:19]1[NH2:21])([O:3][CH2:4][CH:5]1[C:6]2[C:11](=[CH:10][CH:9]=[CH:8][CH:7]=2)[C:12]2[C:17]1=[CH:16][CH:15]=[CH:14][CH:13]=2)=[O:2]. The yield is 0.970.